From a dataset of Catalyst prediction with 721,799 reactions and 888 catalyst types from USPTO. Predict which catalyst facilitates the given reaction. (1) Reactant: [C:1]([NH:4][CH2:5][CH2:6][NH:7][C:8]1[N:13]=[C:12]([C:14]2[CH:19]=[CH:18][CH:17]=[CH:16][CH:15]=2)[N:11]=[C:10]([NH:20][C:21](=[O:24])[CH2:22]Cl)[CH:9]=1)(=[O:3])[CH3:2].[F:25][C:26]1[CH:38]=[CH:37][C:29]([CH2:30][CH:31]2[CH2:36][CH2:35][NH:34][CH2:33][CH2:32]2)=[CH:28][CH:27]=1.CCOC(C)=O. Product: [C:1]([NH:4][CH2:5][CH2:6][NH:7][C:8]1[N:13]=[C:12]([C:14]2[CH:19]=[CH:18][CH:17]=[CH:16][CH:15]=2)[N:11]=[C:10]([NH:20][C:21](=[O:24])[CH2:22][N:34]2[CH2:35][CH2:36][CH:31]([CH2:30][C:29]3[CH:28]=[CH:27][C:26]([F:25])=[CH:38][CH:37]=3)[CH2:32][CH2:33]2)[CH:9]=1)(=[O:3])[CH3:2]. The catalyst class is: 41. (2) Reactant: [Cl:1][C:2]1[C:10]([O:11][CH2:12][C:13]([CH3:15])=[O:14])=[C:9]([S:16]([CH2:19][CH3:20])(=[O:18])=[O:17])[CH:8]=[CH:7][C:3]=1[C:4]([OH:6])=[O:5].[C:21]1(=O)[CH2:26][CH2:25][CH2:24][C:23](=[O:27])[CH2:22]1.Cl.CN(C)CCCN=C=NCC.CC1C=CN=C(N)C=1C. Product: [Cl:1][C:2]1[C:10]([O:11][CH2:12][C:13]([CH3:15])=[O:14])=[C:9]([S:16]([CH2:19][CH3:20])(=[O:18])=[O:17])[CH:8]=[CH:7][C:3]=1[C:4]([O:6][C:21]1[CH2:26][CH2:25][CH2:24][C:23](=[O:27])[CH:22]=1)=[O:5]. The catalyst class is: 2. (3) Reactant: [O:1]1[C:5]([NH:6][C:7](=[O:14])OCC(Cl)(Cl)Cl)=[CH:4][CH:3]=[N:2]1.[C:15]1([C:21]2[N:22]=[C:23]([N:26]3[CH2:31][CH2:30][NH:29][CH2:28][CH2:27]3)[S:24][CH:25]=2)[CH:20]=[CH:19][CH:18]=[CH:17][CH:16]=1.C(N(C(C)C)CC)(C)C.CS(C)=O. Product: [O:1]1[C:5]([NH:6][C:7]([N:29]2[CH2:30][CH2:31][N:26]([C:23]3[S:24][CH:25]=[C:21]([C:15]4[CH:20]=[CH:19][CH:18]=[CH:17][CH:16]=4)[N:22]=3)[CH2:27][CH2:28]2)=[O:14])=[CH:4][CH:3]=[N:2]1. The catalyst class is: 6. (4) Reactant: C1(C)C=CC=CC=1.N1CCCCC1.[CH3:14][O:15][C:16]1[CH:21]=[CH:20][CH:19]=[CH:18][C:17]=1[C:22]1[CH:23]=[C:24]([C:31]2[CH:38]=[CH:37][C:34]([CH:35]=O)=[CH:33][CH:32]=2)[CH:25]=[C:26]2[O:30][CH2:29][O:28][C:27]=12.[S:39]1[CH2:43][C:42](=[O:44])[NH:41][C:40]1=[O:45]. Product: [CH3:14][O:15][C:16]1[CH:21]=[CH:20][CH:19]=[CH:18][C:17]=1[C:22]1[CH:23]=[C:24]([C:31]2[CH:32]=[CH:33][C:34]([CH:35]=[C:43]3[S:39][C:40](=[O:45])[NH:41][C:42]3=[O:44])=[CH:37][CH:38]=2)[CH:25]=[C:26]2[O:30][CH2:29][O:28][C:27]=12. The catalyst class is: 15. (5) Reactant: Cl.Cl.[NH2:3][CH2:4][CH2:5][CH2:6][O:7][C:8]1[CH:43]=[CH:42][CH:41]=[CH:40][C:9]=1[CH2:10][NH:11][C:12](=[O:39])[NH:13][C:14]1[S:15][CH:16]=[C:17]([C:19]([NH:21][CH2:22][C:23]([NH:25][C@@H:26]([C:33]2[CH:34]=[N:35][CH:36]=[CH:37][CH:38]=2)[CH2:27][C:28]([O:30]CC)=[O:29])=[O:24])=[O:20])[N:18]=1.[OH-].[Na+].Cl. Product: [NH2:3][CH2:4][CH2:5][CH2:6][O:7][C:8]1[CH:43]=[CH:42][CH:41]=[CH:40][C:9]=1[CH2:10][NH:11][C:12](=[O:39])[NH:13][C:14]1[S:15][CH:16]=[C:17]([C:19]([NH:21][CH2:22][C:23]([NH:25][C@@H:26]([C:33]2[CH:34]=[N:35][CH:36]=[CH:37][CH:38]=2)[CH2:27][C:28]([OH:30])=[O:29])=[O:24])=[O:20])[N:18]=1. The catalyst class is: 5.